The task is: Predict the product of the given reaction.. This data is from Forward reaction prediction with 1.9M reactions from USPTO patents (1976-2016). Given the reactants O=[C:2]([CH3:10])[CH2:3][C:4]([O:6][CH:7]([CH3:9])[CH3:8])=[O:5].[F:11][C:12]([F:21])([F:20])[C:13]1[CH:14]=[C:15]([CH:17]=[CH:18][CH:19]=1)[NH2:16].C(O)(=O)C, predict the reaction product. The product is: [F:11][C:12]([F:20])([F:21])[C:13]1[CH:14]=[C:15]([NH:16][C:2]([CH3:10])=[CH:3][C:4]([O:6][CH:7]([CH3:9])[CH3:8])=[O:5])[CH:17]=[CH:18][CH:19]=1.